From a dataset of Merck oncology drug combination screen with 23,052 pairs across 39 cell lines. Regression. Given two drug SMILES strings and cell line genomic features, predict the synergy score measuring deviation from expected non-interaction effect. Drug 1: COC1=C2CC(C)CC(OC)C(O)C(C)C=C(C)C(OC(N)=O)C(OC)C=CC=C(C)C(=O)NC(=CC1=O)C2=O. Drug 2: CNC(=O)c1cc(Oc2ccc(NC(=O)Nc3ccc(Cl)c(C(F)(F)F)c3)cc2)ccn1. Cell line: SW837. Synergy scores: synergy=-5.25.